Dataset: Forward reaction prediction with 1.9M reactions from USPTO patents (1976-2016). Task: Predict the product of the given reaction. (1) Given the reactants [CH2:1]([C:8]1[C:13](=O)[N:12]2[CH:15]=[CH:16][NH:17][C:11]2=[C:10]([C:18]#[N:19])[C:9]=1[CH3:20])[C:2]1[CH:7]=[CH:6][CH:5]=[CH:4][CH:3]=1.P(Cl)(Cl)([Cl:23])=O, predict the reaction product. The product is: [CH2:1]([C:8]1[C:9]([CH3:20])=[C:10]([C:18]#[N:19])[C:11]2[N:12]([CH:15]=[CH:16][N:17]=2)[C:13]=1[Cl:23])[C:2]1[CH:7]=[CH:6][CH:5]=[CH:4][CH:3]=1. (2) Given the reactants [C:1]1([C:19]2[CH:24]=[CH:23][CH:22]=[CH:21][CH:20]=2)[CH:6]=[CH:5][CH:4]=[C:3]([NH:7][CH:8]=[C:9]2[C:14](=[O:15])OC(C)(C)OC2=O)[CH:2]=1, predict the reaction product. The product is: [C:19]1([C:1]2[CH:2]=[C:3]3[C:4]([C:14]([OH:15])=[CH:9][CH:8]=[N:7]3)=[CH:5][CH:6]=2)[CH:20]=[CH:21][CH:22]=[CH:23][CH:24]=1. (3) Given the reactants [Cl:1][C:2]1[CH:11]=[C:10]2[C:5]([C:6]([OH:17])=[C:7]([C:12]([O:14]CC)=[O:13])[CH:8]=[N:9]2)=[CH:4][C:3]=1[I:18].[OH-].[Na+], predict the reaction product. The product is: [Cl:1][C:2]1[CH:11]=[C:10]2[C:5]([C:6]([OH:17])=[C:7]([C:12]([OH:14])=[O:13])[CH:8]=[N:9]2)=[CH:4][C:3]=1[I:18]. (4) Given the reactants [O:1]1[C:5]2([CH2:10][CH2:9][CH2:8][CH2:7][CH2:6]2)[O:4][CH2:3][C@@H:2]1[CH2:11][OH:12].[Cl:13][C:14]1[CH:19]=[C:18](Cl)[N:17]=[C:16]([S:21][CH2:22][C:23]2[CH:28]=[CH:27][CH:26]=[C:25]([F:29])[C:24]=2[F:30])[N:15]=1.[H-].[Na+], predict the reaction product. The product is: [Cl:13][C:14]1[CH:19]=[C:18]([O:12][CH2:11][C@H:2]2[CH2:3][O:4][C:5]3([CH2:10][CH2:9][CH2:8][CH2:7][CH2:6]3)[O:1]2)[N:17]=[C:16]([S:21][CH2:22][C:23]2[CH:28]=[CH:27][CH:26]=[C:25]([F:29])[C:24]=2[F:30])[N:15]=1. (5) Given the reactants FC1C=CC=CC=1N[C:9]1[C:10]2[N:11]([CH:24]=[N:25][CH:26]=2)[C:12]2[CH:13]=[CH:14][CH:15]=[C:16]([C:19]([O:21]CC)=[O:20])[C:17]=2[N:18]=1.[OH-].[Na+].O.Cl, predict the reaction product. The product is: [CH:24]1[N:11]2[C:12]3[CH:13]=[CH:14][CH:15]=[C:16]([C:19]([OH:21])=[O:20])[C:17]=3[N:18]=[CH:9][C:10]2=[CH:26][N:25]=1. (6) Given the reactants [Br:1][C:2]1[CH:7]=[CH:6][C:5]([NH:8][C:9]2[C:10]([C:17]([OH:19])=O)=[CH:11][N:12]([CH3:16])[C:13](=[O:15])[CH:14]=2)=[C:4]([F:20])[CH:3]=1.CCN=C=NCCCN(C)C.Cl.C1C=CC2N(O)N=NC=2C=1.[CH:43]([O:45][CH2:46][CH2:47][O:48][NH2:49])=[CH2:44].CCN(CC)CC, predict the reaction product. The product is: [CH:43]([O:45][CH2:46][CH2:47][O:48][NH:49][C:17]([C:10]1[C:9]([NH:8][C:5]2[CH:6]=[CH:7][C:2]([Br:1])=[CH:3][C:4]=2[F:20])=[CH:14][C:13](=[O:15])[N:12]([CH3:16])[CH:11]=1)=[O:19])=[CH2:44]. (7) Given the reactants [C:1](/[C:3](=[CH:11]\[CH:12]1[CH2:14][CH2:13]1)/[C:4]([O:6]C(C)(C)C)=[O:5])#[N:2].C(O)(C(F)(F)F)=O, predict the reaction product. The product is: [C:1](/[C:3](=[CH:11]\[CH:12]1[CH2:14][CH2:13]1)/[C:4]([OH:6])=[O:5])#[N:2].